From a dataset of Forward reaction prediction with 1.9M reactions from USPTO patents (1976-2016). Predict the product of the given reaction. (1) Given the reactants [C:1]1([CH2:7][C:8]([OH:10])=[O:9])[CH:6]=[CH:5][CH:4]=[CH:3][CH:2]=1.C(N(CC)CC)C.[Cl:18][C:19]1[C:24]([O:25][CH3:26])=[CH:23][CH:22]=[CH:21][C:20]=1/[CH:27]=[CH:28]/[CH:29]=O.C(OC(=O)C)(=O)C.Cl, predict the reaction product. The product is: [Cl:18][C:19]1[C:24]([O:25][CH3:26])=[CH:23][CH:22]=[CH:21][C:20]=1/[CH:27]=[CH:28]/[CH:29]=[C:7]([C:1]1[CH:6]=[CH:5][CH:4]=[CH:3][CH:2]=1)[C:8]([OH:10])=[O:9]. (2) Given the reactants [CH3:1][C:2]1[CH:11]=[C:10]([N:12]2[CH2:16][CH2:15][CH2:14][CH2:13]2)[C:9]2[C:4](=[CH:5][C:6]([OH:17])=[CH:7][CH:8]=2)[N:3]=1.Br[CH2:19][C:20]1[C:21]([Cl:30])=[N:22][C:23]([C:26]([F:29])([F:28])[F:27])=[CH:24][CH:25]=1, predict the reaction product. The product is: [Cl:30][C:21]1[C:20]([CH2:19][O:17][C:6]2[CH:5]=[C:4]3[C:9]([C:10]([N:12]4[CH2:16][CH2:15][CH2:14][CH2:13]4)=[CH:11][C:2]([CH3:1])=[N:3]3)=[CH:8][CH:7]=2)=[CH:25][CH:24]=[C:23]([C:26]([F:27])([F:28])[F:29])[N:22]=1. (3) Given the reactants [OH-].[Na+].Cl.[C:4]([NH2:12])(=[NH:11])[C:5]1[CH:10]=[CH:9][CH:8]=[CH:7][CH:6]=1.[CH2:13]([O:15][C:16]([CH2:18][CH2:19][CH2:20][O:21][C:22]1[CH:27]=[C:26]([CH3:28])[C:25]([S:29](Cl)(=[O:31])=[O:30])=[C:24]([CH3:33])[C:23]=1[CH3:34])=[O:17])[CH3:14], predict the reaction product. The product is: [CH2:13]([O:15][C:16]([CH2:18][CH2:19][CH2:20][O:21][C:22]1[CH:27]=[C:26]([CH3:28])[C:25]([S:29]([NH:11][C:4](=[NH:12])[C:5]2[CH:10]=[CH:9][CH:8]=[CH:7][CH:6]=2)(=[O:31])=[O:30])=[C:24]([CH3:33])[C:23]=1[CH3:34])=[O:17])[CH3:14]. (4) Given the reactants [NH2:1][C:2]1[CH:7]=[CH:6][C:5]([Cl:8])=[CH:4][C:3]=1[C:9]([C:11]1[CH:16]=[CH:15][CH:14]=[C:13]([Cl:17])[CH:12]=1)=O.[OH-].[K+].[C:20]([O:24][C:25](=[O:34])[CH2:26][C:27](OC(C)(C)C)=[O:28])([CH3:23])([CH3:22])[CH3:21], predict the reaction product. The product is: [C:20]([O:24][C:25]([C:26]1[C:27]([OH:28])=[N:1][C:2]2[C:3]([C:9]=1[C:11]1[CH:16]=[CH:15][CH:14]=[C:13]([Cl:17])[CH:12]=1)=[CH:4][C:5]([Cl:8])=[CH:6][CH:7]=2)=[O:34])([CH3:23])([CH3:22])[CH3:21]. (5) Given the reactants C([N:3](C=O)[CH2:4]/[CH:5]=[CH:6]/[C:7]([O:9][CH2:10][CH3:11])=[O:8])=O.[F:14][C:15]([F:20])([F:19])[C:16]([OH:18])=[O:17].C(O)C, predict the reaction product. The product is: [F:14][C:15]([F:20])([F:19])[C:16]([OH:18])=[O:17].[NH2:3][CH2:4]/[CH:5]=[CH:6]/[C:7]([O:9][CH2:10][CH3:11])=[O:8]. (6) Given the reactants [CH3:1][S:2]([C:5]1[CH:10]=[CH:9][C:8]([CH:11]([CH2:15][C:16]2[CH:21]=[CH:20][CH:19]=[CH:18][C:17]=2[CH3:22])[C:12](O)=[O:13])=[CH:7][CH:6]=1)(=[O:4])=[O:3].C(Cl)(=O)C(Cl)=O.[NH2:29][C:30]1[CH:35]=[N:34][C:33]([Br:36])=[CH:32][N:31]=1.CCN(C(C)C)C(C)C, predict the reaction product. The product is: [Br:36][C:33]1[N:34]=[CH:35][C:30]([NH:29][C:12](=[O:13])[CH:11]([C:8]2[CH:7]=[CH:6][C:5]([S:2]([CH3:1])(=[O:3])=[O:4])=[CH:10][CH:9]=2)[CH2:15][C:16]2[CH:21]=[CH:20][CH:19]=[CH:18][C:17]=2[CH3:22])=[N:31][CH:32]=1. (7) Given the reactants [Cl:1][C:2]1[CH:3]=[C:4]([CH:23]=[CH:24][C:25]=1Cl)[O:5][CH:6]1[CH2:11][CH2:10][N:9]([S:12]([C:15]2[C:16]([CH3:22])=[N:17][N:18]([CH3:21])[C:19]=2[CH3:20])(=[O:14])=[O:13])[CH2:8][CH2:7]1.CN1C(C)=C(S(Cl)(=O)=O)C(C)=N1.Cl.ClC1C=C(C=CC=1)OC1CCNCC1, predict the reaction product. The product is: [Cl:1][C:2]1[CH:3]=[C:4]([CH:23]=[CH:24][CH:25]=1)[O:5][CH:6]1[CH2:11][CH2:10][N:9]([S:12]([C:15]2[C:16]([CH3:22])=[N:17][N:18]([CH3:21])[C:19]=2[CH3:20])(=[O:13])=[O:14])[CH2:8][CH2:7]1.